Dataset: Full USPTO retrosynthesis dataset with 1.9M reactions from patents (1976-2016). Task: Predict the reactants needed to synthesize the given product. (1) Given the product [CH3:1][O:2][C:3](=[O:19])[C@@H:4]([NH:11][C:12](=[O:14])[C@@H:21]([NH:20][C:28]([O:30][CH2:31][C:32]1[CH:37]=[CH:36][CH:35]=[CH:34][CH:33]=1)=[O:29])[CH:22]([CH3:24])[CH3:23])[CH:5]1[CH2:6][CH2:7][CH2:8][CH2:9][CH2:10]1, predict the reactants needed to synthesize it. The reactants are: [CH3:1][O:2][C:3](=[O:19])[C@@H:4]([NH:11][C:12]([O:14]C(C)(C)C)=O)[CH:5]1[CH2:10][CH2:9][CH2:8][CH2:7][CH2:6]1.[NH:20]([C:28]([O:30][CH2:31][C:32]1[CH:37]=[CH:36][CH:35]=[CH:34][CH:33]=1)=[O:29])[C@H:21](C(O)=O)[CH:22]([CH3:24])[CH3:23]. (2) Given the product [Cl:1][C:2]1[CH:3]=[CH:4][C:5]([CH:8]([C:21]2[CH:26]=[CH:25][C:24]([Cl:27])=[CH:23][CH:22]=2)[C:9]2[CH:10]=[C:11]3[C:16](=[CH:17][CH:18]=2)[N:15]([CH3:28])[C:14](=[O:19])[CH:13]=[C:12]3[Br:20])=[CH:6][CH:7]=1, predict the reactants needed to synthesize it. The reactants are: [Cl:1][C:2]1[CH:7]=[CH:6][C:5]([CH:8]([C:21]2[CH:26]=[CH:25][C:24]([Cl:27])=[CH:23][CH:22]=2)[C:9]2[CH:10]=[C:11]3[C:16](=[CH:17][CH:18]=2)[NH:15][C:14](=[O:19])[CH:13]=[C:12]3[Br:20])=[CH:4][CH:3]=1.[C:28](=O)([O-])[O-].[K+].[K+].CI. (3) Given the product [Cl:19][C:13]1[CH:14]=[C:15]([Cl:18])[CH:16]=[CH:17][C:12]=1[C@H:10]([N:7]1[C:6]2[CH:20]=[C:2]([C:31]3[CH2:30][CH2:29][N:28]([C:26]([C@H:29]4[CH2:30][CH2:31][CH2:32][CH2:33][NH:28]4)=[O:27])[CH2:33][CH:32]=3)[CH:3]=[CH:4][C:5]=2[N:9]=[CH:8]1)[CH3:11], predict the reactants needed to synthesize it. The reactants are: Br[C:2]1[CH:3]=[CH:4][C:5]2[N:9]=[CH:8][N:7]([C@@H:10]([C:12]3[CH:17]=[CH:16][C:15]([Cl:18])=[CH:14][C:13]=3[Cl:19])[CH3:11])[C:6]=2[CH:20]=1.C(O[C:26]([N:28]1[CH2:33][CH:32]=[C:31](B(O)O)[CH2:30][CH2:29]1)=[O:27])(C)(C)C.C(=O)([O-])[O-].[K+].[K+]. (4) Given the product [NH2:1][CH2:2][CH2:3][O:4][C@@H:5]([C:19]1[CH:24]=[CH:23][CH:22]=[C:21]([Cl:25])[CH:20]=1)[C@@H:6]1[CH2:11][CH2:10][CH2:9][N:8]([C:12]([O:14][C:15]([CH3:18])([CH3:16])[CH3:17])=[O:13])[CH2:7]1, predict the reactants needed to synthesize it. The reactants are: [NH2:1][C:2](=O)[CH2:3][O:4][C@@H:5]([C:19]1[CH:24]=[CH:23][CH:22]=[C:21]([Cl:25])[CH:20]=1)[C@@H:6]1[CH2:11][CH2:10][CH2:9][N:8]([C:12]([O:14][C:15]([CH3:18])([CH3:17])[CH3:16])=[O:13])[CH2:7]1.COCCO[AlH2-]OCCOC.[Na+]. (5) Given the product [O:13]1[CH2:17][CH2:16][CH:15]([N:1]2[CH2:2][CH:3]([NH:5][C:6](=[O:12])[O:7][CH2:8][CH2:11][CH2:19][CH3:20])[CH2:4]2)[CH2:14]1, predict the reactants needed to synthesize it. The reactants are: [NH:1]1[CH2:4][CH:3]([NH:5][C:6](=[O:12])[O:7][C:8]([CH3:11])(C)C)[CH2:2]1.[O:13]1[CH2:17][CH2:16][C:15](=O)[CH2:14]1.[C:19](O[BH-](OC(=O)C)OC(=O)C)(=O)[CH3:20].[Na+].C([O-])(O)=O.[Na+].